This data is from Peptide-MHC class II binding affinity with 134,281 pairs from IEDB. The task is: Regression. Given a peptide amino acid sequence and an MHC pseudo amino acid sequence, predict their binding affinity value. This is MHC class II binding data. (1) The peptide sequence is APTGATTAAAGGYKV. The MHC is HLA-DQA10101-DQB10501 with pseudo-sequence HLA-DQA10101-DQB10501. The binding affinity (normalized) is 0. (2) The peptide sequence is YDKFLADVSTVLTGK. The MHC is DRB1_0404 with pseudo-sequence DRB1_0404. The binding affinity (normalized) is 0.630.